Dataset: Experimentally validated miRNA-target interactions with 360,000+ pairs, plus equal number of negative samples. Task: Binary Classification. Given a miRNA mature sequence and a target amino acid sequence, predict their likelihood of interaction. (1) The miRNA is hsa-miR-513c-3p with sequence UAAAUUUCACCUUUCUGAGAAGA. The protein sequence of the target gene is MGNAATAKKGSEVESVKEFLAKAKEDFLKKWENPTQNNAGLEDFERKKTLGTGSFGRVMLVKHKATEQYYAMKILDKQKVVKLKQIEHTLNEKRILQAVNFPFLVRLEYAFKDNSNLYMVMEYVPGGEMFSHLRRIGRFSEPHARFYAAQIVLTFEYLHSLDLIYRDLKPENLLIDHQGYIQVTDFGFAKRVKGRTWTLCGTPEYLAPEIILSKGYNKAVDWWALGVLIYEMAAGYPPFFADQPIQIYEKIVSGKVRFPSHFSSDLKDLLRNLLQVDLTKRFGNLKNGVSDIKTHKWFAT.... Result: 1 (interaction). (2) The miRNA is mmu-miR-742-3p with sequence GAAAGCCACCAUGCUGGGUAAA. Result: 0 (no interaction). The protein sequence of the target gene is MCGIFAYLNYHVPRTRREILETLIKGLQRLEYRGYDSAGVGFDGGNDKDWEANACKIQLIKKKGKVKALDEEVHKQQDMDLDIEFDVHLGIAHTRWATHGEPSPVNSHPQRSDKNNEFIVIHNGIITNYKDLKKFLESKGYDFESETDTETIAKLVKYMYDNRESQDTSFTTLVERVIQQLEGAFALVFKSVHFPGQAVGTRRGSPLLIGVRSEHKLSTDHIPILYRTARTQIGSKFTRWGSQGERGKDKKGSCNLSRVDSTTCLFPVEEKAVEYYFASDASAVIEHTNRVIFLEDDDVA.... (3) The miRNA is hsa-miR-185-5p with sequence UGGAGAGAAAGGCAGUUCCUGA. The protein sequence of the target gene is MRRYRIDSMKYEQRMNAGASGFDMSDWNNPYNASPPSSRGGDDDASSVNHSRPRRSRLDNDIPQPRRPILIQPARPVSQKSNRQGTGMSNGSRGLNSTFNGYDRTYSRYHQNSSRGPSEGFSGAPSARNASGYASDYANSRAGVGLLPNNHREPVRPRSTAAERYANASSMRNGFVYDSGESDKTSEELEEDEEEEEVRNFYMEGRAQGSRSVTNTLASEVYNSESESYYYGVVKLGSAIVDHVFRTMPPPEKYYKMPPIDRVAYVFYCAVNNKPYNNIDEFHVIFNREFYSYRGYGDSK.... Result: 0 (no interaction). (4) The miRNA is hsa-miR-4635 with sequence UCUUGAAGUCAGAACCCGCAA. Result: 1 (interaction). The protein sequence of the target gene is MDAAGRGCHLLPLPAARGPARAPAAAAAAAASPPGPCSGAACAPSAAAGAGAMNPSSSAGEEKGATGGSSSSGSGAGSCCLGAEGGADPRGAGSAAAAGAAALDEPAAAGQKEKDEALEEKLRNLTFRKQVSYRKAISRAGLQHLAPAHPLSLPVANGPAKEPRATLDWSENAVNGEHLWLETNVSGDLCYLGEENCQVRFAKSALRRKCAVCKIVVHTACIEQLEKINFRCKPTFREGGSRSPRENFVRHHWVHRRRQEGKCKQCGKGFQQKFSFHSKEIVAISCSWCKQAFHNKVTCF.... (5) The miRNA is bta-miR-223 with sequence UGUCAGUUUGUCAAAUACCCCA. The protein sequence of the target gene is MIVFGWAVFLASRSLGQGLLLTLEEHIAHFLGTGGAATTMGNSCICRDDSGTDDSVDTQQQQAENSAVPTADTRSQPRDPVRPPRRGRGPHEPRRKKQNVDGLVLDTLAVIRTLVDNDQEPPYSMITLHEMAETDEGWLDVVQSLIRVIPLEDPLGPAVITLLLDECPLPTKDALQKLTEILNLNGEVACQDSSHPAKHRNTSAVLGCLAEKLAGPASIGLLSPGILEYLLQCLKLQSHPTVMLFALIALEKFAQTSENKLTISESSISDRLVTLESWANDPDYLKRQVGFCAQWSLDNL.... Result: 0 (no interaction). (6) The miRNA is hsa-miR-4662b with sequence AAAGAUGGACAAUUGGCUAAAU. Result: 0 (no interaction). The protein sequence of the target gene is MLRNNKTIIIKYFLNLINGAFLVLGLLFMGFGAWLLLDRNNFLTAFDENNHFIVPISQILIGMGSSTVLFCLLGYIGIHNEIRWLLIVYAVLITWTFAVQVVLSAFIITKKEEVQQLWHDKIDFVISEYGSKDKPEDITKWTILNALQKTLQCCGQHNYTDWIKNKNKENSGQVPCSCTKSTLRKWFCDEPLNATYLEGCENKISAWYNVNVLTLIGINFGLLTSEVFQVSLTVCFFKNIKNIIHAEM. (7) The miRNA is hsa-miR-6726-3p with sequence CUCGCCCUGUCUCCCGCUAG. Result: 0 (no interaction). The protein sequence of the target gene is MTRWVPTKREEKYGVAFYNYDARGADELSLQIGDTVHILETYEGWYRGYTLRKKSKKGIFPASYIHLKEAIVEGKGQHETVIPGDLPLIQEVTTTLREWSTIWRQLYVQDNREMFRSVRHMIYDLIEWRSQILSGTLPQDELKELKKKVTAKIDYGNRILDLDLVVRDEDGNILDPELTSTISLFRAHEVASKQVEERLQEEKSQKQNMDINRQAKFAATPSLALFVNLKNVVCKIGEDAEVLMSLYDPMESKFISENYLVRWSSSGLPKDIDRLHNLRAVFTDLGSKDLKREKISFVCQ.... (8) Result: 0 (no interaction). The protein sequence of the target gene is MAAGEPRDGGGYYFRFLPHRTFSSLSAREITSRLRQWSMLGRIQAQAFSFDQTFQPYQKDDFVMAFFKDPNVIPNLQLLSDSSGQWTTLGSEVKKIEAINVPCTQLSMSFFQRLYDENIVRESGHIVKCLDSFCDPFLISDELRKVLLMEDSEKYEVFSPVEREEFLFCLFKHLCLGGSLCQYEDVLKPYLETAKLIYKDLVSVRKHPRTKEIQITSSVFKVKAYDSVGVCYPSPKEHEQTFSYFVVDPIKRHVNVLYHCYGVGHMA. The miRNA is hsa-miR-7975 with sequence AUCCUAGUCACGGCACCA. (9) The miRNA is hsa-miR-202-5p with sequence UUCCUAUGCAUAUACUUCUUUG. The protein sequence of the target gene is MALCALTRALRSLNLAPPTVAAPAPSLFPAAQMMNNGLLQQPSALMLLPCRPVLTSVALNANFVSWKSRTKYTITPVKMRKSGGRDHTGRIRVHGIGGGHKQRYRMIDFLRFRPEETKSGPFEEKVIQVRYDPCRSADIALVAGGSRKRWIIATENMQAGDTILNSNHIGRMAVAAREGDAHPLGALPVGTLINNVESEPGRGAQYIRAAGTCGVLLRKVNGTAIIQLPSKRQMQVLETCVATVGRVSNVDHNKRVIGKAGRNRWLGKRPNSGRWHRKGGWAGRKIRPLPPMKSYVKLPS.... Result: 0 (no interaction).